From a dataset of Full USPTO retrosynthesis dataset with 1.9M reactions from patents (1976-2016). Predict the reactants needed to synthesize the given product. Given the product [CH3:28][CH2:29][CH2:22][CH:23]([CH3:30])[CH3:24].[O:32]([C:39]1[CH:40]=[C:41]([CH:53]=[CH:54][CH:55]=1)[O:42][C:43]1[CH:50]=[C:47]([C:48]#[N:49])[CH:46]=[C:45]([CH:44]=1)[C:51]#[N:52])[C:33]1[CH:34]=[CH:35][CH:36]=[CH:37][CH:38]=1, predict the reactants needed to synthesize it. The reactants are: O(C1C=C(O)C=CC=1)C1C=CC=CC=1.C(=O)([O-])[O-].[K+].[K+].F[C:22]1[CH:29]=[CH:28]C(C#N)=[CH:24][C:23]=1[C:30]#N.[O:32]([C:39]1[CH:40]=[C:41]([CH:53]=[CH:54][CH:55]=1)[O:42][C:43]1[CH:44]=[C:45]([C:51]#[N:52])[CH:46]=[C:47]([CH:50]=1)[C:48]#[N:49])[C:33]1[CH:38]=[CH:37][CH:36]=[CH:35][CH:34]=1.